From a dataset of Full USPTO retrosynthesis dataset with 1.9M reactions from patents (1976-2016). Predict the reactants needed to synthesize the given product. Given the product [NH2:17][C@H:12]1[CH2:13][CH2:14][CH2:15][CH2:16][C@H:11]1[NH:10][C:4]1[CH:3]=[C:2]([NH:25][C:26]2[CH:27]=[N:28][C:29]3[C:34]([CH:35]=2)=[CH:33][CH:32]=[CH:31][CH:30]=3)[C:7]([C:8]#[N:9])=[N:6][CH:5]=1, predict the reactants needed to synthesize it. The reactants are: Br[C:2]1[CH:3]=[C:4]([NH:10][C@@H:11]2[CH2:16][CH2:15][CH2:14][CH2:13][C@@H:12]2[NH:17]C(=O)OC(C)(C)C)[CH:5]=[N:6][C:7]=1[C:8]#[N:9].[NH2:25][C:26]1[CH:27]=[N:28][C:29]2[C:34]([CH:35]=1)=[CH:33][CH:32]=[CH:31][CH:30]=2.O(C1C=CC=CC=1)[Na].O.O.O.CC1(C)C2C(=C(P(C3C=CC=CC=3)C3C=CC=CC=3)C=CC=2)OC2C(P(C3C=CC=CC=3)C3C=CC=CC=3)=CC=CC1=2.